Dataset: Full USPTO retrosynthesis dataset with 1.9M reactions from patents (1976-2016). Task: Predict the reactants needed to synthesize the given product. (1) Given the product [CH:1]1([N:7]([CH:18]2[CH2:23][CH2:22][CH2:21][CH2:20][CH2:19]2)[C:8]([NH:10][C:11]2[S:12][C:13]([CH2:16][NH:27][CH:24]([CH3:26])[CH3:25])=[CH:14][N:15]=2)=[O:9])[CH2:6][CH2:5][CH2:4][CH2:3][CH2:2]1, predict the reactants needed to synthesize it. The reactants are: [CH:1]1([N:7]([CH:18]2[CH2:23][CH2:22][CH2:21][CH2:20][CH2:19]2)[C:8]([NH:10][C:11]2[S:12][C:13]([CH:16]=O)=[CH:14][N:15]=2)=[O:9])[CH2:6][CH2:5][CH2:4][CH2:3][CH2:2]1.[CH:24]([NH2:27])([CH3:26])[CH3:25].C(O[BH-](OC(=O)C)OC(=O)C)(=O)C.[Na+]. (2) Given the product [C:1]([C:4]1[C:28](=[O:29])[C@@:8]2([CH3:30])[C:9]3[C:15]([OH:16])=[CH:14][C:13]([O:17][CH2:18][C:19]4[CH:24]=[CH:23][CH:22]=[CH:21][CH:20]=4)=[C:12]([C:25]([NH:27][CH2:43][C:34]4[C:35]5[C:40](=[CH:39][CH:38]=[CH:37][CH:36]=5)[CH:41]=[CH:42][C:33]=4[CH3:32])=[O:26])[C:10]=3[O:11][C:7]2=[CH:6][C:5]=1[OH:31])(=[O:3])[CH3:2], predict the reactants needed to synthesize it. The reactants are: [C:1]([C:4]1[C:28](=[O:29])[C@@:8]2([CH3:30])[C:9]3[C:15]([OH:16])=[CH:14][C:13]([O:17][CH2:18][C:19]4[CH:24]=[CH:23][CH:22]=[CH:21][CH:20]=4)=[C:12]([C:25]([NH2:27])=[O:26])[C:10]=3[O:11][C:7]2=[CH:6][C:5]=1[OH:31])(=[O:3])[CH3:2].[CH3:32][C:33]1[CH:42]=[CH:41][C:40]2[C:35](=[CH:36][CH:37]=[CH:38][CH:39]=2)[C:34]=1[CH:43]=O.C([SiH](CC)CC)C.FC(F)(F)C(O)=O.